From a dataset of Peptide-MHC class II binding affinity with 134,281 pairs from IEDB. Regression. Given a peptide amino acid sequence and an MHC pseudo amino acid sequence, predict their binding affinity value. This is MHC class II binding data. The peptide sequence is EDLLFNKVTLADAGF. The MHC is DRB1_0101 with pseudo-sequence DRB1_0101. The binding affinity (normalized) is 0.617.